Task: Predict the reaction yield, written as a fraction of the theoretical maximum amount of product (1.0 means a 100% yield; for example, 0.34 means a 34% yield).. Dataset: Reaction yield outcomes from USPTO patents with 853,638 reactions (1) The reactants are [C:1]([O:5][C:6]([N:8]1[CH2:13][CH2:12][C:11]2[NH:14][C:15]([C:17]3[CH:22]=[CH:21][N:20]=[C:19]([NH2:23])[N:18]=3)=[CH:16][C:10]=2[C:9]1=[O:24])=[O:7])([CH3:4])([CH3:3])[CH3:2].[O:25]1[CH:29]=[CH:28][CH:27]=[C:26]1[C:30](Cl)=[O:31].[OH-].[Na+].Cl.[CH2:36](Cl)Cl. No catalyst specified. The product is [C:1]([O:5][C:6]([N:8]1[CH2:13][CH2:12][C:11]2[N:14]([CH3:36])[C:15]([C:17]3[CH:22]=[CH:21][N:20]=[C:19]([NH:23][C:30]([C:26]4[O:25][CH:29]=[CH:28][CH:27]=4)=[O:31])[N:18]=3)=[CH:16][C:10]=2[C:9]1=[O:24])=[O:7])([CH3:4])([CH3:2])[CH3:3]. The yield is 0.240. (2) The reactants are F[B-](F)(F)F.[CH2:6]1[CH2:16][CH2:15][N:14]2[C:9](=NCCC2)C[CH2:7]1.Br[C:18]1[N:22]([CH:23]2[CH2:28][CH2:27][N:26]([CH:29]3[CH2:35][CH2:34][CH2:33][N:32]([C:36]([O:38][CH2:39][CH3:40])=[O:37])[CH2:31][CH2:30]3)[CH2:25][CH2:24]2)[N:21]=[CH:20][CH:19]=1.C1(CN)CC1.[O:46]1CCOCC1. No catalyst specified. The product is [CH:16]1([CH2:15][NH:14][C:9]([C:18]2[N:22]([CH:23]3[CH2:28][CH2:27][N:26]([CH:29]4[CH2:35][CH2:34][CH2:33][N:32]([C:36]([O:38][CH2:39][CH3:40])=[O:37])[CH2:31][CH2:30]4)[CH2:25][CH2:24]3)[N:21]=[CH:20][CH:19]=2)=[O:46])[CH2:6][CH2:7]1. The yield is 0.190. (3) The reactants are [Cl:1][C:2]1[CH:3]=[C:4]([CH:7]=[C:8](Cl)[CH:9]=1)[C:5]#[N:6].[CH3:11][O-:12].[Na+].Cl. The catalyst is CN(C=O)C. The product is [Cl:1][C:2]1[CH:9]=[C:8]([O:12][CH3:11])[CH:7]=[C:4]([CH:3]=1)[C:5]#[N:6]. The yield is 0.860. (4) The reactants are O=C1C2C(=CC=CC=2)C(=O)[N:3]1[CH2:12][CH2:13][N:14]1[C:18]([CH3:19])=[C:17]([C:20]([NH:22][C:23]2[CH:28]=[CH:27][C:26]([O:29][C:30]3[C:39]4[C:34](=[CH:35][C:36]([O:40][CH3:41])=[CH:37][CH:38]=4)[N:33]=[CH:32][CH:31]=3)=[C:25]([F:42])[CH:24]=2)=[O:21])[C:16](=[O:43])[N:15]1[C:44]1[CH:49]=[CH:48][CH:47]=[CH:46][CH:45]=1.O.CCO.NN.C([O-])(O)=O.[Na+]. The catalyst is CCOC(C)=O. The product is [NH2:3][CH2:12][CH2:13][N:14]1[C:18]([CH3:19])=[C:17]([C:20]([NH:22][C:23]2[CH:28]=[CH:27][C:26]([O:29][C:30]3[C:39]4[C:34](=[CH:35][C:36]([O:40][CH3:41])=[CH:37][CH:38]=4)[N:33]=[CH:32][CH:31]=3)=[C:25]([F:42])[CH:24]=2)=[O:21])[C:16](=[O:43])[N:15]1[C:44]1[CH:45]=[CH:46][CH:47]=[CH:48][CH:49]=1. The yield is 0.810. (5) The reactants are Br[C:2]1[CH:3]=[CH:4][C:5](O)=[C:6]([C:8]2[CH:17]=[CH:16][C:15]3[C:10](=[CH:11][CH:12]=[C:13]([C:18]4[N:22]([CH:23]5[CH2:28][CH2:27][CH2:26][CH2:25][CH2:24]5)[C:21]5[CH:29]=[CH:30][C:31]([C:33]([OH:35])=[O:34])=[CH:32][C:20]=5[N:19]=4)[CH:14]=3)[N:9]=2)[CH:7]=1.[CH2:37]([O:39]C(C1C=CC2N(C3CCCCC3)C(C3C=CC(N)=C(C=O)C=3)=NC=2C=1)=O)[CH3:38].O1C2C=CC(C(=O)C)=CC=2CC1.[OH-].[K+]. The catalyst is C(O)C. The product is [CH:23]1([N:22]2[C:21]3[CH:29]=[CH:30][C:31]([C:33]([OH:35])=[O:34])=[CH:32][C:20]=3[N:19]=[C:18]2[C:13]2[CH:14]=[C:15]3[C:10](=[CH:11][CH:12]=2)[N:9]=[C:8]([C:6]2[CH:5]=[CH:4][C:3]4[O:39][CH2:37][CH2:38][C:2]=4[CH:7]=2)[CH:17]=[CH:16]3)[CH2:24][CH2:25][CH2:26][CH2:27][CH2:28]1. The yield is 0.280. (6) The reactants are Cl[C:2](=[O:8])[C:3]([O:5][CH2:6][CH3:7])=[O:4].[Br:9][C:10]1[CH:11]=[C:12]([CH:17]=[C:18]([Br:21])[C:19]=1[OH:20])[C:13](=[N:15]O)[NH2:14]. The catalyst is N1C=CC=CC=1. The product is [Br:9][C:10]1[CH:11]=[C:12]([C:13]2[N:15]=[C:2]([C:3]([O:5][CH2:6][CH3:7])=[O:4])[O:8][N:14]=2)[CH:17]=[C:18]([Br:21])[C:19]=1[OH:20]. The yield is 0.460. (7) The reactants are [Cl:1][C:2]1[CH:9]=[C:8]([Cl:10])[CH:7]=[CH:6][C:3]=1[CH2:4]Cl.[H-].[Na+].[F:13][C:14]([F:23])([F:22])[CH2:15][CH2:16][CH:17]([C:20]#[N:21])[C:18]#[N:19]. The catalyst is CN(C)C=O. The product is [Cl:1][C:2]1[CH:9]=[C:8]([Cl:10])[CH:7]=[CH:6][C:3]=1[CH2:4][C:17]([CH2:16][CH2:15][C:14]([F:13])([F:22])[F:23])([C:18]#[N:19])[C:20]#[N:21]. The yield is 0.700.